This data is from Reaction yield outcomes from USPTO patents with 853,638 reactions. The task is: Predict the reaction yield, written as a fraction of the theoretical maximum amount of product (1.0 means a 100% yield; for example, 0.34 means a 34% yield). The reactants are Cl[CH2:2][CH2:3][C:4]([NH:6][C:7]1[CH:12]=[CH:11][C:10]([F:13])=[C:9]([CH3:14])[CH:8]=1)=[O:5].ClCCC(Cl)=O.C([O-])([O-])=O.[K+].[K+].[Al+3].[Cl-].[Cl-].[Cl-].Cl. The catalyst is CCOC(C)=O.CC#N. The product is [F:13][C:10]1[CH:11]=[C:12]2[C:7](=[CH:8][C:9]=1[CH3:14])[NH:6][C:4](=[O:5])[CH2:3][CH2:2]2.[F:13][C:10]1[C:9]([CH3:14])=[C:8]2[C:7](=[CH:12][CH:11]=1)[NH:6][C:4](=[O:5])[CH2:3][CH2:2]2. The yield is 0.140.